From a dataset of Forward reaction prediction with 1.9M reactions from USPTO patents (1976-2016). Predict the product of the given reaction. (1) The product is: [NH2:1][C:2]1[C:3]2[N:4]([C:8]([C@@H:12]3[O:17][CH2:16][C@H:15]4[CH2:18][CH2:19][C:20](=[O:21])[N:14]4[CH2:13]3)=[N:9][C:10]=2[C:42]2[CH:41]=[CH:40][C:26]([C:27]([NH:29][C:30]3[CH:35]=[C:34]([C:36]([F:39])([F:37])[F:38])[CH:33]=[CH:32][N:31]=3)=[O:28])=[CH:25][C:24]=2[O:23][CH3:22])[CH:5]=[CH:6][N:7]=1. Given the reactants [NH2:1][C:2]1[C:3]2[N:4]([C:8]([C@@H:12]3[O:17][CH2:16][C@H:15]4[CH2:18][CH2:19][C:20](=[O:21])[N:14]4[CH2:13]3)=[N:9][C:10]=2Br)[CH:5]=[CH:6][N:7]=1.[CH3:22][O:23][C:24]1[CH:25]=[C:26]([CH:40]=[CH:41][C:42]=1B1OC(C)(C)C(C)(C)O1)[C:27]([NH:29][C:30]1[CH:35]=[C:34]([C:36]([F:39])([F:38])[F:37])[CH:33]=[CH:32][N:31]=1)=[O:28], predict the reaction product. (2) The product is: [F:20][C:21]1[CH:22]=[CH:23][C:24]([S:27]([N:30]([CH3:31])[CH2:32][C:33]([NH:19][CH2:18][C:5]2[CH:6]=[C:7]([C:8]3[CH:9]=[CH:10][C:11]([C:14]([F:16])([F:17])[F:15])=[CH:12][CH:13]=3)[C:2]([F:1])=[CH:3][CH:4]=2)=[O:34])(=[O:28])=[O:29])=[CH:25][CH:26]=1. Given the reactants [F:1][C:2]1[C:7]([C:8]2[CH:13]=[CH:12][C:11]([C:14]([F:17])([F:16])[F:15])=[CH:10][CH:9]=2)=[CH:6][C:5]([CH2:18][NH2:19])=[CH:4][CH:3]=1.[F:20][C:21]1[CH:26]=[CH:25][C:24]([S:27]([N:30]([CH2:32][C:33](O)=[O:34])[CH3:31])(=[O:29])=[O:28])=[CH:23][CH:22]=1.CN(C(ON1N=NC2C=CC=NC1=2)=[N+](C)C)C.F[P-](F)(F)(F)(F)F.C(N(CC)C(C)C)(C)C.OS([O-])(=O)=O.[K+], predict the reaction product. (3) Given the reactants [CH2:1]([C@H:8]1[C@H:16]([CH3:17])[O:15][C:14](=[O:18])[C@@H:13]([NH:19]C(=O)OC(C)(C)C)[CH2:12][O:11][CH2:10][C@@H:9]1[O:27][CH2:28][O:29][CH2:30][C:31]1[CH:36]=[CH:35][CH:34]=[CH:33][CH:32]=1)[C:2]1[CH:7]=[CH:6][CH:5]=[CH:4][CH:3]=1.CC1C=CC=C(C)N=1.[F:45][C:46]([F:56])([F:55])[S:47]([O:50][Si](C)(C)C)(=[O:49])=[O:48].CO, predict the reaction product. The product is: [F:45][C:46]([F:56])([F:55])[S:47]([O-:50])(=[O:49])=[O:48].[CH2:1]([C@H:8]1[C@H:16]([CH3:17])[O:15][C:14](=[O:18])[C@@H:13]([NH3+:19])[CH2:12][O:11][CH2:10][C@@H:9]1[O:27][CH2:28][O:29][CH2:30][C:31]1[CH:32]=[CH:33][CH:34]=[CH:35][CH:36]=1)[C:2]1[CH:3]=[CH:4][CH:5]=[CH:6][CH:7]=1. (4) Given the reactants [C:1]([C:5]1[S:9][C:8]([NH2:10])=[N:7][N:6]=1)([CH3:4])([CH3:3])[CH3:2].[F:11][C:12]1[CH:20]=[CH:19][C:18]([C:21]([F:24])([F:23])[F:22])=[CH:17][C:13]=1[C:14](Cl)=[O:15].C(N(CC)CC)C, predict the reaction product. The product is: [C:1]([C:5]1[S:9][C:8]([NH:10][C:14](=[O:15])[C:13]2[CH:17]=[C:18]([C:21]([F:22])([F:23])[F:24])[CH:19]=[CH:20][C:12]=2[F:11])=[N:7][N:6]=1)([CH3:4])([CH3:3])[CH3:2]. (5) Given the reactants [Si]([O:18][CH:19]1[CH2:22][N:21]([C:23]2[S:24][CH:25]=[C:26]([C:28]([N:30]3[CH2:34][CH2:33][CH2:32][CH2:31]3)=[O:29])[N:27]=2)[CH2:20]1)(C(C)(C)C)(C1C=CC=CC=1)C1C=CC=CC=1.[F-].C([N+](CCCC)(CCCC)CCCC)CCC, predict the reaction product. The product is: [OH:18][CH:19]1[CH2:22][N:21]([C:23]2[S:24][CH:25]=[C:26]([C:28]([N:30]3[CH2:31][CH2:32][CH2:33][CH2:34]3)=[O:29])[N:27]=2)[CH2:20]1. (6) The product is: [Si:1]([O:8][CH2:9][C@H:10]1[CH2:19][C:18]2[C:13](=[CH:14][CH:15]=[CH:16][C:17]=2[CH2:20][CH2:21][C:22]([CH3:25])([OH:24])[CH3:23])[C@H:12]([CH3:26])[NH:11]1)([C:4]([CH3:7])([CH3:6])[CH3:5])([CH3:3])[CH3:2]. Given the reactants [Si:1]([O:8][CH2:9][C@H:10]1[CH2:19][C:18]2[C:13](=[CH:14][CH:15]=[CH:16][C:17]=2/[CH:20]=[CH:21]/[C:22]([CH3:25])([OH:24])[CH3:23])[C@H:12]([CH3:26])[NH:11]1)([C:4]([CH3:7])([CH3:6])[CH3:5])([CH3:3])[CH3:2], predict the reaction product. (7) Given the reactants [F:1][C:2]([F:17])([F:16])[C:3]1[CH:4]=[C:5]([C:10]#[C:11][Si](C)(C)C)[C:6]([NH2:9])=[N:7][CH:8]=1.CC([O-])(C)C.[K+].O.[Cl-].[NH4+], predict the reaction product. The product is: [F:1][C:2]([F:17])([F:16])[C:3]1[CH:4]=[C:5]2[CH:10]=[CH:11][NH:9][C:6]2=[N:7][CH:8]=1.